Dataset: Forward reaction prediction with 1.9M reactions from USPTO patents (1976-2016). Task: Predict the product of the given reaction. (1) The product is: [I-:47].[CH3:1][O:2][C:3]1[CH:4]=[C:5]([CH3:24])[C:6]([S:10]([N:13]([CH2:15][C:16]2[O:20][CH:19]=[C:18]([C:21]([NH:48][CH2:49][CH2:50][C:51]3[CH:52]=[CH:53][C:54]([NH:57][C:58]4[CH:63]=[CH:62][CH:61]=[CH:60][N+:59]=4[CH3:64])=[CH:55][CH:56]=3)=[O:23])[CH:17]=2)[CH3:14])(=[O:11])=[O:12])=[C:7]([CH3:9])[CH:8]=1. Given the reactants [CH3:1][O:2][C:3]1[CH:8]=[C:7]([CH3:9])[C:6]([S:10]([N:13]([CH2:15][C:16]2[O:20][CH:19]=[C:18]([C:21]([OH:23])=O)[CH:17]=2)[CH3:14])(=[O:12])=[O:11])=[C:5]([CH3:24])[CH:4]=1.C1N=CN(C(N2C=NC=C2)=O)C=1.CCN(C(C)C)C(C)C.Cl.[I-:47].[NH2:48][CH2:49][CH2:50][C:51]1[CH:56]=[CH:55][C:54]([NH:57][C:58]2[CH:63]=[CH:62][CH:61]=[CH:60][N+:59]=2[CH3:64])=[CH:53][CH:52]=1, predict the reaction product. (2) Given the reactants [H-].[Na+].C([CH:7]([OH:11])[C:8]([O-:10])=[O:9])(C)(C)C.[CH2:12](Br)[C:13]#[CH:14].[C:16](OCC)(=O)C.[CH2:22]1[CH2:26]OC[CH2:23]1, predict the reaction product. The product is: [CH2:12]([O:11][CH2:7][C:8]([O:10][C:22]([CH3:23])([CH3:26])[CH3:16])=[O:9])[C:13]#[CH:14].